This data is from Full USPTO retrosynthesis dataset with 1.9M reactions from patents (1976-2016). The task is: Predict the reactants needed to synthesize the given product. (1) Given the product [Br:17][C:18]1[CH:19]=[CH:20][C:21](/[C:24](/[CH3:31])=[CH:25]/[CH2:26][OH:27])=[CH:22][CH:23]=1, predict the reactants needed to synthesize it. The reactants are: CC(C[AlH]CC(C)C)C.C1(C)C=CC=CC=1.[Br:17][C:18]1[CH:23]=[CH:22][C:21](/[C:24](/[CH3:31])=[CH:25]/[C:26](OCC)=[O:27])=[CH:20][CH:19]=1.Cl. (2) Given the product [Cl:18][C:19]1[C:20]([F:27])=[C:21]([NH:22][C:13]([CH:10]2[CH2:11][CH2:12][N:8]([C:6](=[O:7])[C:5]([NH:4][CH:1]([CH3:2])[CH3:3])=[O:17])[C@H:9]2[CH3:16])=[O:15])[CH:23]=[CH:24][C:25]=1[F:26], predict the reactants needed to synthesize it. The reactants are: [CH:1]([NH:4][C:5](=[O:17])[C:6]([N:8]1[CH2:12][CH2:11][CH:10]([C:13]([OH:15])=O)[C@@H:9]1[CH3:16])=[O:7])([CH3:3])[CH3:2].[Cl:18][C:19]1[C:20]([F:27])=[C:21]([CH:23]=[CH:24][C:25]=1[F:26])[NH2:22].